Dataset: Reaction yield outcomes from USPTO patents with 853,638 reactions. Task: Predict the reaction yield, written as a fraction of the theoretical maximum amount of product (1.0 means a 100% yield; for example, 0.34 means a 34% yield). The reactants are Br[C:2]1[CH:7]=[CH:6][N:5]=[C:4]([O:8][CH3:9])[CH:3]=1.[CH3:10][C:11]1[C:16]([N+:17]([O-:19])=[O:18])=[CH:15][CH:14]=[CH:13][C:12]=1B(O)O. No catalyst specified. The product is [CH3:9][O:8][C:4]1[CH:3]=[C:2]([C:12]2[CH:13]=[CH:14][CH:15]=[C:16]([N+:17]([O-:19])=[O:18])[C:11]=2[CH3:10])[CH:7]=[CH:6][N:5]=1. The yield is 0.650.